This data is from Catalyst prediction with 721,799 reactions and 888 catalyst types from USPTO. The task is: Predict which catalyst facilitates the given reaction. Reactant: [NH2:1][C:2]1[C:3]2[C:10](Br)=[CH:9][N:8]([CH2:12][CH2:13][CH:14]3[CH2:19][CH2:18][N:17]([C:20]([O:22][C:23]([CH3:26])([CH3:25])[CH3:24])=[O:21])[CH2:16][CH2:15]3)[C:4]=2[N:5]=[CH:6][N:7]=1.[F:27][C:28]1[CH:33]=[CH:32][C:31]([F:34])=[CH:30][C:29]=1[CH2:35][C:36]([N:38]1[C:46]2[C:41](=[CH:42][C:43](B3OC(C)(C)C(C)(C)O3)=[CH:44][CH:45]=2)[CH2:40][CH2:39]1)=[O:37].C([O-])(O)=O.[Na+]. Product: [NH2:1][C:2]1[C:3]2[C:10]([C:43]3[CH:42]=[C:41]4[C:46](=[CH:45][CH:44]=3)[N:38]([C:36](=[O:37])[CH2:35][C:29]3[CH:30]=[C:31]([F:34])[CH:32]=[CH:33][C:28]=3[F:27])[CH2:39][CH2:40]4)=[CH:9][N:8]([CH2:12][CH2:13][CH:14]3[CH2:19][CH2:18][N:17]([C:20]([O:22][C:23]([CH3:26])([CH3:25])[CH3:24])=[O:21])[CH2:16][CH2:15]3)[C:4]=2[N:5]=[CH:6][N:7]=1. The catalyst class is: 203.